From a dataset of Peptide-MHC class II binding affinity with 134,281 pairs from IEDB. Regression. Given a peptide amino acid sequence and an MHC pseudo amino acid sequence, predict their binding affinity value. This is MHC class II binding data. (1) The peptide sequence is DRTELLEMVCFHEFL. The MHC is DRB1_0404 with pseudo-sequence DRB1_0404. The binding affinity (normalized) is 0.382. (2) The peptide sequence is NLWKMKTGRRGSANG. The MHC is DRB1_0801 with pseudo-sequence DRB1_0801. The binding affinity (normalized) is 0.659.